From a dataset of Full USPTO retrosynthesis dataset with 1.9M reactions from patents (1976-2016). Predict the reactants needed to synthesize the given product. (1) Given the product [F:26][C:27]1[C:35]2[N:34]=[C:33]([S:36]([CH3:39])(=[O:37])=[O:38])[NH:32][C:31]=2[CH:30]=[C:29]([F:40])[C:28]=1[C:9]1[CH:10]=[CH:11][C:12]([C:15]2[CH:16]=[CH:17][C:18]([C:21]([O:23][CH3:24])=[O:22])=[CH:19][CH:20]=2)=[CH:13][CH:14]=1, predict the reactants needed to synthesize it. The reactants are: CC1(C)C(C)(C)OB([C:9]2[CH:14]=[CH:13][C:12]([C:15]3[CH:20]=[CH:19][C:18]([C:21]([O:23][CH3:24])=[O:22])=[CH:17][CH:16]=3)=[CH:11][CH:10]=2)O1.[F:26][C:27]1[C:35]2[N:34]=[C:33]([S:36]([CH3:39])(=[O:38])=[O:37])[NH:32][C:31]=2[CH:30]=[C:29]([F:40])[C:28]=1I.[O-]P([O-])([O-])=O.[K+].[K+].[K+]. (2) Given the product [C:37]([O:36][C:34](=[O:35])[CH2:33][O:31][CH2:30][C:6]1[CH:5]=[C:4]([Cl:3])[CH:29]=[CH:28][C:7]=1[O:8][CH2:9][C:10]([N:12]1[CH2:17][C@H:16]([CH3:18])[N:15]([CH2:19][C:20]2[CH:25]=[CH:24][C:23]([F:26])=[CH:22][CH:21]=2)[CH2:14][C@H:13]1[CH3:27])=[O:11])([CH3:40])([CH3:39])[CH3:38], predict the reactants needed to synthesize it. The reactants are: [H-].[Na+].[Cl:3][C:4]1[CH:29]=[CH:28][C:7]([O:8][CH2:9][C:10]([N:12]2[CH2:17][C@H:16]([CH3:18])[N:15]([CH2:19][C:20]3[CH:25]=[CH:24][C:23]([F:26])=[CH:22][CH:21]=3)[CH2:14][C@H:13]2[CH3:27])=[O:11])=[C:6]([CH2:30][OH:31])[CH:5]=1.Br[CH2:33][C:34]([O:36][C:37]([CH3:40])([CH3:39])[CH3:38])=[O:35]. (3) Given the product [NH2:8][C:7]1[C:2]([NH:24][C@H:25]2[C@@H:29]3[O:30][C:31]([CH3:33])([CH3:34])[O:32][C@@H:28]3[C@@H:27]([O:35][CH2:36][CH2:37][OH:38])[CH2:26]2)=[N:3][C:4]([S:10][CH2:11][CH2:12][CH3:13])=[N:5][C:6]=1[Cl:9], predict the reactants needed to synthesize it. The reactants are: Cl[C:2]1[C:7]([NH2:8])=[C:6]([Cl:9])[N:5]=[C:4]([S:10][CH2:11][CH2:12][CH3:13])[N:3]=1.C(O)(=O)[C@@H]([C@H](C(O)=O)O)O.[NH2:24][C@H:25]1[C@@H:29]2[O:30][C:31]([CH3:34])([CH3:33])[O:32][C@@H:28]2[C@@H:27]([O:35][CH2:36][CH2:37][OH:38])[CH2:26]1.C(=O)(O)[O-].[Na+]. (4) Given the product [CH3:1][N:2]([CH3:19])[CH2:3][CH2:4][N:5]([CH3:18])[C:6]([C@H:8]1[CH2:13][CH2:12][C@H:11]([C:14]([OH:16])=[O:15])[CH2:10][CH2:9]1)=[O:7], predict the reactants needed to synthesize it. The reactants are: [CH3:1][N:2]([CH3:19])[CH2:3][CH2:4][N:5]([CH3:18])[C:6]([C@H:8]1[CH2:13][CH2:12][C@H:11]([C:14]([O:16]C)=[O:15])[CH2:10][CH2:9]1)=[O:7].[OH-].[Na+].Cl. (5) Given the product [Br:21][CH2:1][C:2]1[N:3]=[N:4][C:5]([C:8]2[CH:9]=[CH:10][CH:11]=[CH:12][CH:13]=2)=[CH:6][CH:7]=1, predict the reactants needed to synthesize it. The reactants are: [CH3:1][C:2]1[N:3]=[N:4][C:5]([C:8]2[CH:13]=[CH:12][CH:11]=[CH:10][CH:9]=2)=[CH:6][CH:7]=1.C1C(=O)N([Br:21])C(=O)C1.N(C(C)(CC(C)C)C#N)=NC(C)(CC(C)C)C#N. (6) Given the product [NH2:10][C:7]1[CH:8]=[CH:9][C:2]([N:19]2[CH2:24][CH2:23][CH:22]([N:19]3[CH2:20][CH2:21][CH2:22][CH2:23][CH2:24]3)[CH2:21][CH2:20]2)=[C:3]([CH:6]=1)[C:4]#[N:5], predict the reactants needed to synthesize it. The reactants are: Cl[C:2]1[CH:9]=[CH:8][C:7]([N+:10]([O-])=O)=[CH:6][C:3]=1[C:4]#[N:5].[N:19]1([N:19]2[CH2:24][CH2:23][CH2:22][CH2:21][CH2:20]2)[CH2:24][CH2:23][CH2:22][CH2:21][CH2:20]1. (7) Given the product [C:3]([O:7][C:8](=[O:17])[N:9]([C:10]1[CH:11]=[CH:12][C:13]([Br:16])=[CH:14][CH:15]=1)[CH3:18])([CH3:6])([CH3:4])[CH3:5], predict the reactants needed to synthesize it. The reactants are: IC.[C:3]([O:7][C:8](=[O:17])[NH:9][C:10]1[CH:15]=[CH:14][C:13]([Br:16])=[CH:12][CH:11]=1)([CH3:6])([CH3:5])[CH3:4].[C:18](=O)([O-])[O-].[Cs+].[Cs+].